The task is: Predict the reactants needed to synthesize the given product.. This data is from Full USPTO retrosynthesis dataset with 1.9M reactions from patents (1976-2016). (1) Given the product [F:1][C:2]1[CH:7]=[CH:6][C:5]([CH2:8][C:9]2[CH:18]=[C:17]3[C:12]([C:13]([OH:40])=[C:14]([C:35]([NH:41][CH:42]([CH3:45])[CH2:43][OH:44])=[O:36])[C:15](=[O:34])[N:16]3[CH2:19][CH2:20][CH2:21][N:22]([CH3:33])[C:23](=[O:24])[O:25][CH2:26][C:27]3[CH:28]=[CH:29][CH:30]=[CH:31][CH:32]=3)=[N:11][CH:10]=2)=[CH:4][CH:3]=1, predict the reactants needed to synthesize it. The reactants are: [F:1][C:2]1[CH:7]=[CH:6][C:5]([CH2:8][C:9]2[CH:18]=[C:17]3[C:12]([C:13]([OH:40])=[C:14]([C:35](OCC)=[O:36])[C:15](=[O:34])[N:16]3[CH2:19][CH2:20][CH2:21][N:22]([CH3:33])[C:23]([O:25][CH2:26][C:27]3[CH:32]=[CH:31][CH:30]=[CH:29][CH:28]=3)=[O:24])=[N:11][CH:10]=2)=[CH:4][CH:3]=1.[NH2:41][CH:42]([CH3:45])[CH2:43][OH:44]. (2) Given the product [ClH:10].[CH2:13]1[C:23]2=[C:24]3[C:19](=[CH:20][CH:21]=[CH:22]2)[CH2:18][CH2:17][N:16]([CH2:25][CH2:26][CH2:27][N:28]([C:29]2[CH:30]=[C:31]([CH3:35])[CH:32]=[CH:33][CH:34]=2)[S:7]([C:1]2[CH:6]=[CH:5][CH:4]=[CH:3][CH:2]=2)(=[O:9])=[O:8])[CH:15]3[CH2:14]1, predict the reactants needed to synthesize it. The reactants are: [C:1]1([S:7]([Cl:10])(=[O:9])=[O:8])[CH:6]=[CH:5][CH:4]=[CH:3][CH:2]=1.Cl.Cl.[CH2:13]1[C:23]2=[C:24]3[C:19](=[CH:20][CH:21]=[CH:22]2)[CH2:18][CH2:17][N:16]([CH2:25][CH2:26][CH2:27][NH:28][C:29]2[CH:30]=[C:31]([CH3:35])[CH:32]=[CH:33][CH:34]=2)[CH:15]3[CH2:14]1.CCN(C(C)C)C(C)C. (3) Given the product [I:1][C:2]1[CH:3]=[CH:4][C:5]([C:6]([N:21]([CH3:20])[CH:22]2[CH2:27][CH2:26][N:25]([CH3:28])[CH2:24][CH2:23]2)=[O:8])=[CH:9][CH:10]=1, predict the reactants needed to synthesize it. The reactants are: [I:1][C:2]1[CH:10]=[CH:9][C:5]([C:6]([OH:8])=O)=[CH:4][CH:3]=1.CCN(C(C)C)C(C)C.[CH3:20][NH:21][CH:22]1[CH2:27][CH2:26][N:25]([CH3:28])[CH2:24][CH2:23]1.O. (4) Given the product [OH:65][C:39]1[C:40]([C:61]([F:63])([F:64])[F:62])=[C:41]([O:42][CH2:43][C:44]2[CH:58]=[CH:57][C:47]([CH2:48][C:49]3[CH:56]=[CH:55][CH:54]=[C:51]([C:52]4[N:28]=[N:29][NH:30][N:53]=4)[CH:50]=3)=[CH:46][CH:45]=2)[CH:59]=[CH:60][C:38]=1[C:35](=[O:37])[CH3:36], predict the reactants needed to synthesize it. The reactants are: OC1C(C(F)(F)F)=C(OCC2C=CC(OC3C=CC=C(C4[N:28]=[N:29][NH:30]N=4)C=3)=CC=2)C=CC=1C(=O)C.[C:35]([C:38]1[CH:60]=[CH:59][C:41]([O:42][CH2:43][C:44]2[CH:58]=[CH:57][C:47]([CH2:48][C:49]3[CH:50]=[C:51]([CH:54]=[CH:55][CH:56]=3)[C:52]#[N:53])=[CH:46][CH:45]=2)=[C:40]([C:61]([F:64])([F:63])[F:62])[C:39]=1[OH:65])(=[O:37])[CH3:36].